This data is from Experimentally validated miRNA-target interactions with 360,000+ pairs, plus equal number of negative samples. The task is: Binary Classification. Given a miRNA mature sequence and a target amino acid sequence, predict their likelihood of interaction. (1) The miRNA is hsa-miR-153-3p with sequence UUGCAUAGUCACAAAAGUGAUC. The protein sequence of the target gene is MGPLPRTVELFYDVLSPYSWLGFEILCRYQNIWNINLQLRPSLITGIMKDSGNKPPGLLPRKGLYMANDLKLLRHHLQIPIHFPKDFLSVMLEKGSLSAMRFLTAVNLEHPEMLEKASRELWMRVWSRNEDITEPQSILAAAEKAGMSAEQAQGLLEKIATPKVKNQLKETTEAACRYGAFGLPITVAHVDGQTHMLFGSDRMELLAHLLGEKWMGPIPPAVNARL. Result: 0 (no interaction). (2) The miRNA is hsa-miR-580-3p with sequence UUGAGAAUGAUGAAUCAUUAGG. The protein sequence of the target gene is MKIIILLGFLGATLSAPLIPQRLMSASNSNELLLNLNNGQLLPLQLQGPLNSWIPPFSGILQQQQQAQIPGLSQFSLSALDQFAGLLPNQIPLTGEASFAQGAQAGQVDPLQLQTPPQTQPGPSHVMPYVFSFKMPQEQGQMFQYYPVYMVLPWEQPQQTVPRSPQQTRQQQYEEQIPFYAQFGYIPQLAEPAISGGQQQLAFDPQLGTAPEIAVMSTGEEIPYLQKEAINFRHDSAGVFMPSTSPKPSTTNVFTSAVDQTITPELPEEKDKTDSLREP. Result: 0 (no interaction). (3) The miRNA is hsa-miR-1237-5p with sequence CGGGGGCGGGGCCGAAGCGCG. The protein sequence of the target gene is METAEKECGALGGLFQAIVNDMKSSYPIWEDFNSKATKLHSQLRTTVLAAVAFLDAFQKVADMATNTRGATRDIGSALTRMCMRHRSIETKLRQFTNALLESLINPLQERIEDWKKAANQLDKDHAKEYKRARHEIKKKSSDTLKLQKKARKELLGKGDLQPQLDSALQDVNDMYLLLEETEKQAVRRALIEERGRFCTFITFLQPVVNGELTMLGEITHLQGIIDDLVVLTAEPHKLPPASEQVIKDLKGSDYSWSYQTPPSSPSSSSSRKSSMCSAPSSSSSAKGGGAPWPGGAQTYS.... Result: 0 (no interaction). (4) The miRNA is cel-miR-786-3p with sequence UAAUGCCCUGAAUGAUGUUCAAU. The protein sequence of the target gene is MEELSADEIRRRRLARLAGGQTSQPTTPLTSPQRENPPGPPIAASAPGPSQSLGLNVHNMTPATSPIGASGVAHRSQSSEGVSSLSSSPSNSLETQSQSLSRSQSMDIDGVSCEKSMSQVDVDSGIENMEVDENDRREKRSLSDKEPSSGPEVSEEQALQLVCKIFRVSWKDRDRDVIFLSSLSAQFKQNPKEVFSDFKDLIGQILMEVLMMSTQTRDENPFASLTATSQPIAAAARSPDRNLLLNTGSNPGTSPMFCSVASFGASSLSSLYESSPAPTPSFWSSVPVMGPSLASPSRAA.... Result: 0 (no interaction). (5) The miRNA is hsa-miR-4320 with sequence GGGAUUCUGUAGCUUCCU. The protein sequence of the target gene is MSAAQVSSSRRQSCYLCDLPRMPWAMIWDFSEPVCRGCVNYEGADRIEFVIETARQLKRAHGCFQDGRSPGPPPPVGVKTVALSAKEAAAAAAAAQQQQQQQQQQQQQLNHVDGSTKPAVLAAPSGLERYGLSAAAAAAAAAAAVEQRSRFEYPPPPVSLGSSSHAARLPNGLGGPNGFPKPAPEEGPPELNRQSPNSSSAATSVASRRGTHSGLVTGLPNPGGGGGPQLTVPPNLLPQTLLNGPASAAVLPPPHGLGGSRGPPTPAPPGAPGGPACLGGPPGVSATVSSAPSSTSSTVA.... Result: 0 (no interaction). (6) The miRNA is mmu-miR-878-5p with sequence UAUCUAGUUGGAUGUCAAGACA. The protein sequence of the target gene is MSQVAAESTAGLDQQFVGLDLKSSDNQNGGGNTESKGRYIPPHLRNRETSKGVCDKDSSGWSCSKDKDAYSSFGSRDSRGKPNYFSDRGSGSRGRFDDHGRNDYDGIGGRDRTGFGKFERSGHSRWSDRSDEDDWSKPLPPSERLEQELFSGGNTGINFEKYDDIPVEATGNNCPPHIENFSDIEMGEIIMGNIELTRYTRPTPVQKHAIPIIKEKRDLMACAQTGSGKTAAFLLPILSQIYTDGPGEALKAMKENGRYGRRKQYPISLVLAPTRELAVQIYEEARKFSYRSRVRPCVVY.... Result: 0 (no interaction). (7) Result: 1 (interaction). The miRNA is hsa-miR-421 with sequence AUCAACAGACAUUAAUUGGGCGC. The protein sequence of the target gene is MKFNPFVTSDRSKNRKRHFNAPSHVRRKIMSSPLSKELRQKYNVRSMPIRKDDEVQVVRGHYKGQQIGKVVQVYRKKYVIYIERVQREKANGTTVHVGIHPSKVVITRLKLDKDRKKILERKAKSRQVGKEKGKYKEELIEKMQE. (8) The miRNA is hsa-miR-3684 with sequence UUAGACCUAGUACACGUCCUU. The protein sequence of the target gene is MDKFIDNMDVRIKSESGSMQVFKQVTGPVPTRDPSARADRRNMTSPSFLAASPMENPALFNDIKIEPPEELLESDFNMPQVEPVDLSFHKPKAPLQPASMLQAPIRPPKPPTAPQAIMVPTSADTVTSAAIPTVLTPGSILASSQGTGGQPILHVIHTIPSVSLPNKMSGLKTIPLVVQSLPMVYTSLPTDGSPAAITVPLIGGDGKSAGSVKVDPASMCPLEFPSDSDESAIESGSSALQSLQGFHHEPATMVHMQGEESLDLKRRRIHQCDFAGCSKVYTKSSHLKAHRRIHTGEKPY.... Result: 0 (no interaction). (9) The miRNA is mmu-miR-592-5p with sequence AUUGUGUCAAUAUGCGAUGAUGU. The protein sequence of the target gene is MVIMSEFSAVPSGTGQGQQKPLRVGFYDVERTLGKGNFAVVKLARHRVTKTQVAIKIIDKTRLDSSNLEKIYREVQLMKLLNHPNIIKLYQVMETKDMLYIVTEFAKNGEMFDYLTSNGHLSENEARQKFWQILSAVEYCHNHHIVHRDLKTENLLLDSNMDIKLADFGFGNFYKPGEPLSTWCGSPPYAAPEVFEGKEYEGPQLDVWSLGVVLYVLVCGSLPFDGPNLPTLRQRVLEGRFRIPFFMSQDCETLIRRMLVVDPAKRITIAQIRQHRWMQADPTLLQQDDPAFDMQGYTSN.... Result: 0 (no interaction).